Dataset: Catalyst prediction with 721,799 reactions and 888 catalyst types from USPTO. Task: Predict which catalyst facilitates the given reaction. (1) Reactant: [CH3:1][N:2]1[C:6]2[CH:7]=[CH:8][C:9]([N:11]3[CH2:15][C@H:14]([C:16]([O:18]CCCC)=O)[O:13][C:12]3=[O:23])=[CH:10][C:5]=2[S:4][C:3]1=[O:24].[CH2:25]([CH2:27][NH2:28])[OH:26]. Product: [OH:26][CH2:25][CH2:27][NH:28][C:16]([C@@H:14]1[O:13][C:12](=[O:23])[N:11]([C:9]2[CH:8]=[CH:7][C:6]3[N:2]([CH3:1])[C:3](=[O:24])[S:4][C:5]=3[CH:10]=2)[CH2:15]1)=[O:18]. The catalyst class is: 10. (2) Reactant: [OH:1][C:2]1[CH:11]=[CH:10][C:5]([C:6]([O:8][CH3:9])=[O:7])=[CH:4][CH:3]=1.Br[CH:13]([OH:15])[CH3:14].C(=O)([O-])[O-].[Cs+].[Cs+]. Product: [OH:15][CH2:13][CH2:14][O:1][C:2]1[CH:3]=[CH:4][C:5]([C:6]([O:8][CH3:9])=[O:7])=[CH:10][CH:11]=1. The catalyst class is: 35. (3) Reactant: [CH2:1]([N:8]1[CH2:13][CH2:12][N:11](C(OC(C)(C)C)=O)[C@H:10]([CH:21]([OH:25])[CH:22]([CH3:24])[CH3:23])[CH2:9]1)[C:2]1[CH:7]=[CH:6][CH:5]=[CH:4][CH:3]=1.C(O)(C(F)(F)F)=O. Product: [CH2:1]([N:8]1[CH2:13][CH2:12][NH:11][C@H:10]([CH:21]([OH:25])[CH:22]([CH3:23])[CH3:24])[CH2:9]1)[C:2]1[CH:3]=[CH:4][CH:5]=[CH:6][CH:7]=1. The catalyst class is: 22. (4) Reactant: [OH:1][C:2]1[CH:11]=[C:10]2[C:5]([C:6](=[O:18])[CH:7]=[C:8]([C:12]3[CH:17]=[CH:16][CH:15]=[CH:14][CH:13]=3)[O:9]2)=[CH:4][CH:3]=1.Br[CH2:20][CH2:21][OH:22].C([O-])([O-])=O.[K+].[K+].[H-].[Na+].[CH2:31](Br)[C:32]#[CH:33]. Product: [C:12]1([C:8]2[O:9][C:10]3[C:5]([C:6](=[O:18])[CH:7]=2)=[CH:4][CH:3]=[C:2]([O:1][CH2:20][CH2:21][O:22][CH2:33][C:32]#[CH:31])[CH:11]=3)[CH:17]=[CH:16][CH:15]=[CH:14][CH:13]=1. The catalyst class is: 118. (5) Reactant: [N:1]([CH2:4][C@H:5]([OH:37])[CH2:6][N:7]1[C:15]2[C:10](=[CH:11][C:12]([NH:16][C:17]([C:19]3([C:22]4[CH:32]=[CH:31][C:25]5[O:26][C:27]([F:30])([F:29])[O:28][C:24]=5[CH:23]=4)[CH2:21][CH2:20]3)=[O:18])=[CH:13][CH:14]=2)[CH:9]=[C:8]1[C:33]([CH3:36])([CH3:35])[CH3:34])=[N+]=[N-]. The catalyst class is: 19. Product: [NH2:1][CH2:4][C@H:5]([OH:37])[CH2:6][N:7]1[C:15]2[C:10](=[CH:11][C:12]([NH:16][C:17]([C:19]3([C:22]4[CH:32]=[CH:31][C:25]5[O:26][C:27]([F:30])([F:29])[O:28][C:24]=5[CH:23]=4)[CH2:21][CH2:20]3)=[O:18])=[CH:13][CH:14]=2)[CH:9]=[C:8]1[C:33]([CH3:35])([CH3:34])[CH3:36]. (6) Reactant: [CH2:1]([N:3]1[C:7]2=[N:8][C:9]([F:12])=[CH:10][CH:11]=[C:6]2[CH:5]=[CH:4]1)[CH3:2].[OH-].[Na+].[Br:15]N1C(=O)CCC1=O. Product: [Br:15][C:5]1[C:6]2[C:7](=[N:8][C:9]([F:12])=[CH:10][CH:11]=2)[N:3]([CH2:1][CH3:2])[CH:4]=1. The catalyst class is: 3. (7) Reactant: [H-].[Na+].[CH3:3][N:4]1[CH:8]2[CH2:9][CH:10]([OH:12])[CH2:11][CH:5]1[CH2:6][CH2:7]2.C(NC1C=C(OC)C=CC=1C1CCC2C(=CC=C(OC)C=2)C1)C.FC1C=C(C=CC=1F)C(Cl)=O.[CH2:47]([N:49]([C:60]1[CH:65]=[C:64]([O:66][CH3:67])[CH:63]=[CH:62][C:61]=1[CH:68]1[CH2:77][CH2:76][C:75]2[C:70](=[CH:71][CH:72]=[C:73]([O:78][CH3:79])[CH:74]=2)[CH2:69]1)[C:50](=[O:59])[C:51]1[CH:56]=[CH:55][C:54](F)=[C:53]([F:58])[CH:52]=1)[CH3:48].C(=O)(O)[O-].[Na+]. Product: [CH2:47]([N:49]([C:60]1[CH:65]=[C:64]([O:66][CH3:67])[CH:63]=[CH:62][C:61]=1[CH:68]1[CH2:77][CH2:76][C:75]2[C:70](=[CH:71][CH:72]=[C:73]([O:78][CH3:79])[CH:74]=2)[CH2:69]1)[C:50](=[O:59])[C:51]1[CH:56]=[CH:55][C:54]([O:12][CH:10]2[CH2:11][CH:5]3[N:4]([CH3:3])[CH:8]([CH2:7][CH2:6]3)[CH2:9]2)=[C:53]([F:58])[CH:52]=1)[CH3:48]. The catalyst class is: 9.